Dataset: Full USPTO retrosynthesis dataset with 1.9M reactions from patents (1976-2016). Task: Predict the reactants needed to synthesize the given product. (1) Given the product [NH2:8][C@@H:9]([CH2:10][CH:11]([CH3:12])[CH3:13])[CH2:14][N:34]1[CH2:33][CH2:32][CH:31]([N:30]([C:27]2[CH:26]=[CH:25][C:24]([O:23][CH2:16][C:17]3[CH:18]=[CH:19][CH:20]=[CH:21][CH:22]=3)=[CH:29][CH:28]=2)[CH2:37][CH:38]=[C:39]([CH3:41])[CH3:40])[CH2:36][CH2:35]1, predict the reactants needed to synthesize it. The reactants are: C([NH:8][C@H:9]([CH:14]=O)[CH2:10][CH:11]([CH3:13])[CH3:12])(OC(C)(C)C)=O.[CH2:16]([O:23][C:24]1[CH:29]=[CH:28][C:27]([N:30]([CH2:37][CH:38]=[C:39]([CH3:41])[CH3:40])[CH:31]2[CH2:36][CH2:35][NH:34][CH2:33][CH2:32]2)=[CH:26][CH:25]=1)[C:17]1[CH:22]=[CH:21][CH:20]=[CH:19][CH:18]=1.[BH-](OC(C)=O)(OC(C)=O)OC(C)=O.[Na+]. (2) Given the product [F:17][C:14]([CH3:16])([CH3:15])[CH2:13][O:12][C:3]1[CH:4]=[CH:5][C:6]([C:8]([OH:10])=[O:9])=[N:7][C:2]=1[O:19][CH3:18], predict the reactants needed to synthesize it. The reactants are: Cl[C:2]1[N:7]=[C:6]([C:8]([O:10]C)=[O:9])[CH:5]=[CH:4][C:3]=1[O:12][CH2:13][C:14]([F:17])([CH3:16])[CH3:15].[CH3:18][O-:19].[Na+].O.